Predict the reactants needed to synthesize the given product. From a dataset of Full USPTO retrosynthesis dataset with 1.9M reactions from patents (1976-2016). (1) Given the product [CH:8]1[CH:7]=[CH:6][C:11]([NH:1][C:2](/[CH:4]=[N:20]/[OH:21])=[O:3])=[CH:10][CH:9]=1, predict the reactants needed to synthesize it. The reactants are: [NH:1]1[C:11]2[C:6](=[CH:7][CH:8]=[CH:9][CH:10]=2)[C:4](=O)[C:2]1=[O:3].ClC(Cl)(Cl)C(O)O.Cl.[NH2:20][OH:21].S([O-])([O-])(=O)=O.[Na+].[Na+].C1(N)C2CCCCC=2C=CC=1. (2) Given the product [N+:1]([C:4]1[CH:8]=[CH:7][N:6]([CH2:16][CH2:17][C:18]2[CH:23]=[CH:22][CH:21]=[CH:20][CH:19]=2)[N:5]=1)([O-:3])=[O:2], predict the reactants needed to synthesize it. The reactants are: [N+:1]([C:4]1[CH:8]=[CH:7][NH:6][N:5]=1)([O-:3])=[O:2].C(=O)([O-])[O-].[K+].[K+].Br[CH2:16][CH2:17][C:18]1[CH:23]=[CH:22][CH:21]=[CH:20][CH:19]=1.